This data is from NCI-60 drug combinations with 297,098 pairs across 59 cell lines. The task is: Regression. Given two drug SMILES strings and cell line genomic features, predict the synergy score measuring deviation from expected non-interaction effect. Drug 1: C1=NC(=NC(=O)N1C2C(C(C(O2)CO)O)O)N. Drug 2: CC(C)CN1C=NC2=C1C3=CC=CC=C3N=C2N. Cell line: NCI-H460. Synergy scores: CSS=68.7, Synergy_ZIP=0.991, Synergy_Bliss=1.34, Synergy_Loewe=0.807, Synergy_HSA=1.60.